The task is: Predict the product of the given reaction.. This data is from Forward reaction prediction with 1.9M reactions from USPTO patents (1976-2016). (1) Given the reactants Br[CH2:2][C:3]1[CH:8]=[CH:7][C:6]([S:9]([CH2:12][CH3:13])(=[O:11])=[O:10])=[CH:5][CH:4]=1.[C:14]([S:18][C:19](=[O:24])[CH2:20][C:21](=[O:23])[CH3:22])([CH3:17])([CH3:16])[CH3:15], predict the reaction product. The product is: [C:14]([S:18][C:19](=[O:24])[CH:20]([CH2:2][C:3]1[CH:8]=[CH:7][C:6]([S:9]([CH2:12][CH3:13])(=[O:11])=[O:10])=[CH:5][CH:4]=1)[C:21](=[O:23])[CH3:22])([CH3:17])([CH3:15])[CH3:16]. (2) Given the reactants [Cl:1][C:2]1[N:9]=[C:8]([Cl:10])[CH:7]=[CH:6][C:3]=1[CH:4]=O.[NH2:11][CH2:12][CH:13]([C:15]1[CH:20]=[CH:19][CH:18]=[CH:17][CH:16]=1)[OH:14].C(O)(=O)C, predict the reaction product. The product is: [Cl:1][C:2]1[C:3]([CH2:4][NH:11][CH2:12][CH:13]([C:15]2[CH:20]=[CH:19][CH:18]=[CH:17][CH:16]=2)[OH:14])=[CH:6][CH:7]=[C:8]([Cl:10])[N:9]=1. (3) Given the reactants Br[CH2:2][C:3]1[CH:8]=[CH:7][C:6]([CH2:9][CH2:10][N:11]2[CH:16]=[CH:15][C:14]([O:17][CH2:18][C:19]3[CH:23]=[CH:22][O:21][CH:20]=3)=[CH:13][C:12]2=[O:24])=[CH:5][CH:4]=1.[NH:25]1[CH2:30][CH2:29][CH:28]([NH:31][C:32](=[O:34])[CH3:33])[CH2:27][CH2:26]1, predict the reaction product. The product is: [O:21]1[CH:22]=[CH:23][C:19]([CH2:18][O:17][C:14]2[CH:15]=[CH:16][N:11]([CH2:10][CH2:9][C:6]3[CH:7]=[CH:8][C:3]([CH2:2][N:25]4[CH2:30][CH2:29][CH:28]([NH:31][C:32](=[O:34])[CH3:33])[CH2:27][CH2:26]4)=[CH:4][CH:5]=3)[C:12](=[O:24])[CH:13]=2)=[CH:20]1. (4) The product is: [CH3:1][O:2][C:3]([C@@H:5]1[CH2:9][CH2:8][CH2:7][C@@H:6]1[C:10](=[O:12])[NH:46][C:47]1[S:48][CH:49]=[C:50]([C:52]2[CH:53]=[CH:54][C:55]([C:56](=[O:57])[NH:58][CH:59]3[CH2:61][CH2:60]3)=[CH:62][CH:63]=2)[N:51]=1)=[O:4]. Given the reactants [CH3:1][O:2][C:3]([C@@H:5]1[CH2:9][CH2:8][CH2:7][C@@H:6]1[C:10]([OH:12])=O)=[O:4].CN(C(ON1N=NC2C=CC=NC1=2)=[N+](C)C)C.F[P-](F)(F)(F)(F)F.CCN(C(C)C)C(C)C.[NH2:46][C:47]1[S:48][CH:49]=[C:50]([C:52]2[CH:63]=[CH:62][C:55]([C:56]([NH:58][CH:59]3[CH2:61][CH2:60]3)=[O:57])=[CH:54][CH:53]=2)[N:51]=1, predict the reaction product. (5) Given the reactants [C:1]([CH:4]([CH2:30][CH2:31][CH2:32][C:33]1[CH:38]=[CH:37][CH:36]=[CH:35][CH:34]=1)[C:5]([NH:7][CH:8]([C:11]1[C:12](=[O:29])[NH:13][C:14]([CH2:17][C:18]2[CH:23]=[CH:22][C:21]([O:24][CH3:25])=[C:20]([O:26][CH2:27][CH3:28])[CH:19]=2)=[N:15][N:16]=1)[CH2:9]C)=O)(=[O:3])[CH3:2].P(Cl)(Cl)(Cl)=O, predict the reaction product. The product is: [C:1]([CH:4]([C:5]1[N:16]2[C:11]([C:12](=[O:29])[NH:13][C:14]([CH2:17][C:18]3[CH:23]=[CH:22][C:21]([O:24][CH3:25])=[C:20]([O:26][CH2:27][CH3:28])[CH:19]=3)=[N:15]2)=[C:8]([CH3:9])[N:7]=1)[CH2:30][CH2:31][CH2:32][C:33]1[CH:38]=[CH:37][CH:36]=[CH:35][CH:34]=1)(=[O:3])[CH3:2]. (6) Given the reactants N#N.[CH3:3][O:4][C:5]1[CH:10]=[CH:9][C:8]([C:11]2([CH:14]3[C:18]4=[N:19][C:20]5[CH:25]=[CH:24][CH:23]=[CH:22][C:21]=5[N:17]4[C:16](=[O:26])[NH:15]3)[CH2:13][CH2:12]2)=[CH:7][CH:6]=1.CCN(C(C)C)C(C)C.[NH2:36][C@H:37]1[CH2:42][CH2:41][C@H:40]([OH:43])[CH2:39][CH2:38]1, predict the reaction product. The product is: [NH:19]1[C:20]2[CH:25]=[CH:24][CH:23]=[CH:22][C:21]=2[N:17]=[C:18]1[CH:14]([C:11]1([C:8]2[CH:9]=[CH:10][C:5]([O:4][CH3:3])=[CH:6][CH:7]=2)[CH2:13][CH2:12]1)[NH:15][C:16]([NH:36][C@H:37]1[CH2:42][CH2:41][C@H:40]([OH:43])[CH2:39][CH2:38]1)=[O:26].